From a dataset of Reaction yield outcomes from USPTO patents with 853,638 reactions. Predict the reaction yield, written as a fraction of the theoretical maximum amount of product (1.0 means a 100% yield; for example, 0.34 means a 34% yield). The reactants are [CH3:1][N:2]([CH:12]1[CH2:16][CH2:15][N:14]([CH3:17])[CH2:13]1)[C:3]1[CH:8]=[CH:7][C:6]([N+:9]([O-])=O)=[CH:5][CH:4]=1. The catalyst is C(O)C.[Pd]. The product is [CH3:1][N:2]([CH:12]1[CH2:16][CH2:15][N:14]([CH3:17])[CH2:13]1)[C:3]1[CH:8]=[CH:7][C:6]([NH2:9])=[CH:5][CH:4]=1. The yield is 0.950.